From a dataset of Peptide-MHC class II binding affinity with 134,281 pairs from IEDB. Regression. Given a peptide amino acid sequence and an MHC pseudo amino acid sequence, predict their binding affinity value. This is MHC class II binding data. The peptide sequence is EKKYMAATQFEPLAA. The MHC is HLA-DQA10101-DQB10501 with pseudo-sequence HLA-DQA10101-DQB10501. The binding affinity (normalized) is 0.433.